Task: Predict the product of the given reaction.. Dataset: Forward reaction prediction with 1.9M reactions from USPTO patents (1976-2016) (1) Given the reactants [Br:1][C:2]1[C:3](=[O:20])[O:4][C:5]2[C:10]([C:11]=1[CH3:12])=[CH:9][C:8]([O:13][CH:14]1[CH2:19][CH2:18][CH2:17][CH2:16][O:15]1)=[CH:7][CH:6]=2.[H-].C([Al+]CC(C)C)C(C)C, predict the reaction product. The product is: [Br:1][C:2]1[CH:3]([OH:20])[O:4][C:5]2[C:10]([C:11]=1[CH3:12])=[CH:9][C:8]([O:13][CH:14]1[CH2:19][CH2:18][CH2:17][CH2:16][O:15]1)=[CH:7][CH:6]=2. (2) Given the reactants Br[C:2]1[N:3]=[C:4]([CH2:7][O:8][C:9]2[C:10]([F:20])=[C:11]([C:16]([F:19])=[CH:17][CH:18]=2)[C:12](=[N:14][OH:15])[NH2:13])[S:5][CH:6]=1.[CH3:21][O:22][C:23]1[S:24][C:25]([Sn](CCCC)(CCCC)CCCC)=[CH:26][N:27]=1.O, predict the reaction product. The product is: [F:20][C:10]1[C:9]([O:8][CH2:7][C:4]2[S:5][CH:6]=[C:2]([C:25]3[S:24][C:23]([O:22][CH3:21])=[N:27][CH:26]=3)[N:3]=2)=[CH:18][CH:17]=[C:16]([F:19])[C:11]=1[C:12](=[N:14][OH:15])[NH2:13]. (3) Given the reactants [C:1]([O:5][C:6]([C@@:8]12[CH:15]=[CH:14][CH2:13][C@@H:12]1[C:11](=O)[N:10]([C@@H:17]([C:19]1[CH:24]=[CH:23][CH:22]=[CH:21][CH:20]=1)[CH3:18])[CH2:9]2)=[O:7])([CH3:4])([CH3:3])[CH3:2].COC1C=CC(P2(SP(C3C=CC(OC)=CC=3)(=S)S2)=[S:34])=CC=1, predict the reaction product. The product is: [C:1]([O:5][C:6]([C@@:8]12[CH:15]=[CH:14][CH2:13][C@@H:12]1[C:11](=[S:34])[N:10]([C@@H:17]([C:19]1[CH:24]=[CH:23][CH:22]=[CH:21][CH:20]=1)[CH3:18])[CH2:9]2)=[O:7])([CH3:4])([CH3:3])[CH3:2].